This data is from Reaction yield outcomes from USPTO patents with 853,638 reactions. The task is: Predict the reaction yield, written as a fraction of the theoretical maximum amount of product (1.0 means a 100% yield; for example, 0.34 means a 34% yield). (1) The reactants are [N:1]1([C:6]2[CH:7]=[C:8]([CH3:23])[C:9]3[N:13]=[C:12]([C:14]4[C:15](=[O:21])[NH:16][CH:17]=[CH:18][C:19]=4I)[NH:11][C:10]=3[CH:22]=2)[CH:5]=[CH:4][N:3]=[CH:2]1.[CH3:24][OH:25].[N:26]1[CH:31]=[CH:30][CH:29]=[CH:28][CH:27]=1.[F-].[Cs+]. The catalyst is CN(C=O)C. The product is [N:1]1([C:6]2[CH:7]=[C:8]([CH3:23])[C:9]3[N:13]=[C:12]([C:14]4[C:15](=[O:21])[NH:16][CH:17]=[CH:18][C:19]=4[O:25][CH2:24][C:27]4[CH:28]=[CH:29][CH:30]=[CH:31][N:26]=4)[NH:11][C:10]=3[CH:22]=2)[CH:5]=[CH:4][N:3]=[CH:2]1. The yield is 0.340. (2) The reactants are Cl[C:2]1[N:10]=[C:9]2[C:5]([N:6]=[CH:7][NH:8]2)=[C:4]([NH:11][CH:12]2[CH2:17][CH2:16][CH2:15][CH2:14][CH2:13]2)[N:3]=1.[CH3:18][C:19]1[CH:23]=[C:22]([CH3:24])[NH:21][N:20]=1.C(#N)C. The catalyst is O. The product is [CH:12]1([NH:11][C:4]2[N:3]=[C:2]([N:20]3[C:19]([CH3:18])=[CH:23][C:22]([CH3:24])=[N:21]3)[N:10]=[C:9]3[C:5]=2[N:6]=[CH:7][NH:8]3)[CH2:17][CH2:16][CH2:15][CH2:14][CH2:13]1. The yield is 0.190. (3) The reactants are [NH2:1][C:2]1[CH:3]=[C:4]2[C:9](=[CH:10][CH:11]=1)[N:8]=[CH:7][C:6]([C:12]#[N:13])=[C:5]2[NH:14][C:15]1[CH:20]=[CH:19][C:18]([F:21])=[C:17]([Cl:22])[CH:16]=1.[OH:23][C:24]1[CH:25]=[C:26]([CH:29]=[CH:30][CH:31]=1)[CH:27]=O.[BH3-]C#N.[Na+]. The catalyst is CCO. The product is [Cl:22][C:17]1[CH:16]=[C:15]([NH:14][C:5]2[C:4]3[C:9](=[CH:10][CH:11]=[C:2]([NH:1][CH2:27][C:26]4[CH:29]=[CH:30][CH:31]=[C:24]([OH:23])[CH:25]=4)[CH:3]=3)[N:8]=[CH:7][C:6]=2[C:12]#[N:13])[CH:20]=[CH:19][C:18]=1[F:21]. The yield is 0.370. (4) The reactants are [C:1]([C:5]1[CH:10]=[CH:9][C:8]([C:11]2[CH:12]=[CH:13][CH:14]=[C:15]3[C:19]=2[C:18](=O)[CH:17]([CH2:21][C:22]([CH3:25])([CH3:24])[CH3:23])[CH2:16]3)=[CH:7][CH:6]=1)([CH3:4])([CH3:3])[CH3:2].[BH4-].[Na+].CO.S(=O)(=O)(O)O. The catalyst is C1(C)C=CC=CC=1.O. The product is [C:1]([C:5]1[CH:10]=[CH:9][C:8]([C:11]2[CH:12]=[CH:13][CH:14]=[C:15]3[C:19]=2[CH:18]=[C:17]([CH2:21][C:22]([CH3:25])([CH3:24])[CH3:23])[CH2:16]3)=[CH:7][CH:6]=1)([CH3:4])([CH3:3])[CH3:2]. The yield is 0.740. (5) The reactants are [C:1]1([C:7]#[C:8][C:9]2[N:14]=[C:13]([C:15]([OH:17])=O)[CH:12]=[CH:11][CH:10]=2)[CH:6]=[CH:5][CH:4]=[CH:3][CH:2]=1.CN(C(ON1N=NC2C=CC=CC1=2)=[N+](C)C)C.F[P-](F)(F)(F)(F)F.[NH:42]1[CH:46]=[CH:45][N:44]=[C:43]1[NH:47][C:48]([C:50]1[C:58]2[NH:57][C:56]([NH2:59])=[N:55][C:54]=2[CH:53]=[CH:52][CH:51]=1)=[O:49].C([O-])(O)=O.[Na+]. The catalyst is CN(C=O)C.CCN(C(C)C)C(C)C.O. The product is [NH:44]1[CH:45]=[CH:46][N:42]=[C:43]1[NH:47][C:48]([C:50]1[C:58]2[N:57]=[C:56]([NH:59][C:15]([C:13]3[CH:12]=[CH:11][CH:10]=[C:9]([C:8]#[C:7][C:1]4[CH:2]=[CH:3][CH:4]=[CH:5][CH:6]=4)[N:14]=3)=[O:17])[NH:55][C:54]=2[CH:53]=[CH:52][CH:51]=1)=[O:49]. The yield is 0.430. (6) The reactants are CO[C:3](=[O:29])[CH:4]=[CH:5][C:6]1[CH:11]=[C:10]([NH:12][C:13]([C:15]2[CH:16]=[N:17][CH:18]=[CH:19][CH:20]=2)=[O:14])[CH:9]=[CH:8][C:7]=1[O:21][C:22]1[CH:27]=[CH:26][C:25]([F:28])=[CH:24][CH:23]=1.[NH2:30][OH:31].O.[OH-].[Na+]. The catalyst is C1COCC1.CO. The product is [F:28][C:25]1[CH:24]=[CH:23][C:22]([O:21][C:7]2[CH:8]=[CH:9][C:10]([NH:12][C:13](=[O:14])[C:15]3[CH:20]=[CH:19][CH:18]=[N:17][CH:16]=3)=[CH:11][C:6]=2/[CH:5]=[CH:4]/[C:3]([NH:30][OH:31])=[O:29])=[CH:27][CH:26]=1. The yield is 0.620. (7) The reactants are [O:1]1[CH2:6][CH2:5][CH:4]([CH2:7][CH2:8][C:9]([OH:11])=[O:10])[CH2:3][CH2:2]1.O=S(Cl)Cl.CN(C=O)C.[Br:21]Br. The catalyst is ClC1C=CC=CC=1.O. The product is [Br:21][CH:8]([CH2:7][CH:4]1[CH2:5][CH2:6][O:1][CH2:2][CH2:3]1)[C:9]([OH:11])=[O:10]. The yield is 0.550. (8) The reactants are CS(C)=O.C(Cl)(=O)C(Cl)=O.C(=O)=O.CC(C)=O.[OH:18][CH2:19][C@@H:20]1[CH2:24][C:23]([CH3:25])=[CH:22][N:21]1[C:26]([C:28]1[CH:33]=[C:32]([O:34][CH3:35])[C:31]([O:36][Si:37]([CH:44]([CH3:46])[CH3:45])([CH:41]([CH3:43])[CH3:42])[CH:38]([CH3:40])[CH3:39])=[CH:30][C:29]=1[NH:47][C:48](=[O:53])[O:49][CH2:50][CH:51]=[CH2:52])=[O:27].C(N(CC)CC)C. The catalyst is ClCCl. The product is [OH:18][C@@H:19]1[N:47]([C:48]([O:49][CH2:50][CH:51]=[CH2:52])=[O:53])[C:29]2[CH:30]=[C:31]([O:36][Si:37]([CH:41]([CH3:42])[CH3:43])([CH:44]([CH3:45])[CH3:46])[CH:38]([CH3:39])[CH3:40])[C:32]([O:34][CH3:35])=[CH:33][C:28]=2[C:26](=[O:27])[N:21]2[CH:22]=[C:23]([CH3:25])[CH2:24][C@@H:20]12. The yield is 0.660. (9) The reactants are BrC1SC2C=C(C(OCC)=O)C=CC=2N=1.FC1(F)CCNCC1.C([O-])([O-])=O.[Cs+].[Cs+].[F:30][C:31]1([F:51])[CH2:36][CH2:35][N:34]([C:37]2[S:38][C:39]3[CH:45]=[C:44]([C:46]([O:48]CC)=[O:47])[CH:43]=[CH:42][C:40]=3[N:41]=2)[CH2:33][CH2:32]1.Cl. The catalyst is CC#N.O. The product is [F:51][C:31]1([F:30])[CH2:36][CH2:35][N:34]([C:37]2[S:38][C:39]3[CH:45]=[C:44]([C:46]([OH:48])=[O:47])[CH:43]=[CH:42][C:40]=3[N:41]=2)[CH2:33][CH2:32]1. The yield is 0.990.